Dataset: Forward reaction prediction with 1.9M reactions from USPTO patents (1976-2016). Task: Predict the product of the given reaction. (1) Given the reactants [Si]([O:18][C:19]1[CH:56]=[CH:55][C:22]([O:23][CH2:24][C@@H:25]([OH:54])[CH2:26][NH:27][CH2:28][CH2:29][C:30]2[CH:53]=[CH:52][C:33]([NH:34][CH:35]3[CH2:40][CH2:39][N:38]([C:41]([NH:43][CH2:44][CH2:45][CH2:46][C:47]4[S:48][CH:49]=[CH:50][CH:51]=4)=[O:42])[CH2:37][CH2:36]3)=[CH:32][CH:31]=2)=[CH:21][CH:20]=1)(C(C)(C)C)(C1C=CC=CC=1)C1C=CC=CC=1, predict the reaction product. The product is: [S:48]1[CH:49]=[CH:50][CH:51]=[C:47]1[CH2:46][CH2:45][CH2:44][NH:43][C:41]([N:38]1[CH2:39][CH2:40][CH:35]([NH:34][C:33]2[CH:52]=[CH:53][C:30]([CH2:29][CH2:28][NH:27][CH2:26][C@H:25]([OH:54])[CH2:24][O:23][C:22]3[CH:55]=[CH:56][C:19]([OH:18])=[CH:20][CH:21]=3)=[CH:31][CH:32]=2)[CH2:36][CH2:37]1)=[O:42]. (2) Given the reactants Cl[C:2]([O:4][C:5]1[CH:10]=[CH:9][CH:8]=[CH:7][CH:6]=1)=[O:3].[CH3:11][C@H:12]1[CH2:17][O:16][CH2:15][CH2:14][N:13]1[C:18]1[CH:23]=[C:22]([CH2:24][S:25]([C:28]2[CH:33]=[CH:32][N:31]=[CH:30][CH:29]=2)(=[O:27])=[O:26])[N:21]=[C:20]([C:34]2[CH:40]=[CH:39][C:37]([NH2:38])=[CH:36][CH:35]=2)[N:19]=1.C(=O)(O)[O-].[Na+].O, predict the reaction product. The product is: [CH3:11][C@H:12]1[CH2:17][O:16][CH2:15][CH2:14][N:13]1[C:18]1[CH:23]=[C:22]([CH2:24][S:25]([C:28]2[CH:29]=[CH:30][N:31]=[CH:32][CH:33]=2)(=[O:26])=[O:27])[N:21]=[C:20]([C:34]2[CH:35]=[CH:36][C:37]([NH:38][C:2](=[O:3])[O:4][C:5]3[CH:10]=[CH:9][CH:8]=[CH:7][CH:6]=3)=[CH:39][CH:40]=2)[N:19]=1. (3) Given the reactants [C:1]([CH2:3][NH:4][C:5]([C@@H:7]1[CH2:11][CH2:10][CH2:9][C@H:8]1[C:12]([O:14]C)=[O:13])=[O:6])#[N:2].[OH-].[Na+].Cl, predict the reaction product. The product is: [C:1]([CH2:3][NH:4][C:5]([C@@H:7]1[CH2:11][CH2:10][CH2:9][C@H:8]1[C:12]([OH:14])=[O:13])=[O:6])#[N:2]. (4) Given the reactants [CH:1]1([C:4]2[CH:5]=[CH:6][C:7]([C:17]([OH:19])=O)=[N:8][C:9]=2[O:10][CH2:11][CH:12]2[CH2:16][CH2:15][CH2:14][O:13]2)[CH2:3][CH2:2]1.Cl.[NH2:21][C:22]([CH2:29][CH3:30])([CH2:27][CH3:28])[C:23]([O:25][CH3:26])=[O:24], predict the reaction product. The product is: [CH3:26][O:25][C:23](=[O:24])[C:22]([NH:21][C:17]([C:7]1[CH:6]=[CH:5][C:4]([CH:1]2[CH2:2][CH2:3]2)=[C:9]([O:10][CH2:11][CH:12]2[CH2:16][CH2:15][CH2:14][O:13]2)[N:8]=1)=[O:19])([CH2:29][CH3:30])[CH2:27][CH3:28]. (5) Given the reactants [S:1]1[C:5]2[CH:6]=[CH:7][C:8]([CH2:10][CH2:11][O:12][CH2:13][CH2:14][C:15]([N:17]3[CH2:20][CH:19]([OH:21])[CH2:18]3)=[O:16])=[CH:9][C:4]=2[CH:3]=[CH:2]1.C(N(CC)C(C)C)(C)C.[CH3:31][O:32][CH2:33]Cl.O, predict the reaction product. The product is: [S:1]1[C:5]2[CH:6]=[CH:7][C:8]([CH2:10][CH2:11][O:12][CH2:13][CH2:14][C:15]([N:17]3[CH2:20][CH:19]([O:21][CH2:31][O:32][CH3:33])[CH2:18]3)=[O:16])=[CH:9][C:4]=2[CH:3]=[CH:2]1. (6) The product is: [NH2:43][C:23]1[CH:22]=[C:21]([C:19]([C:7]2[CH:8]=[C:9]([C:11]3[C:12]([O:17][CH3:18])=[N:13][CH:14]=[CH:15][CH:16]=3)[CH:10]=[C:5]([C:1]([CH3:3])([CH3:2])[CH3:4])[C:6]=2[O:28][CH3:29])=[O:20])[CH:26]=[CH:25][N:24]=1. Given the reactants [C:1]([C:5]1[C:6]([O:28][CH3:29])=[C:7]([C:19]([C:21]2[CH:26]=[CH:25][N:24]=[C:23](Cl)[CH:22]=2)=[O:20])[CH:8]=[C:9]([C:11]2[C:12]([O:17][CH3:18])=[N:13][CH:14]=[CH:15][CH:16]=2)[CH:10]=1)([CH3:4])([CH3:3])[CH3:2].C(=[NH:43])(C1C=CC=CC=1)C1C=CC=CC=1.C1C=CC(P(C2C(C3C(P(C4C=CC=CC=4)C4C=CC=CC=4)=CC=C4C=3C=CC=C4)=C3C(C=CC=C3)=CC=2)C2C=CC=CC=2)=CC=1.CC(C)([O-])C.[Na+], predict the reaction product.